Dataset: Full USPTO retrosynthesis dataset with 1.9M reactions from patents (1976-2016). Task: Predict the reactants needed to synthesize the given product. Given the product [F:20][C:18]1[CH:17]=[CH:16][C:15]([CH3:21])=[C:14]([CH:19]=1)[O:13][CH2:12][C:11]1[C:2]([B:26]2[O:30][C:29]([CH3:32])([CH3:31])[C:28]([CH3:34])([CH3:33])[O:27]2)=[CH:3][CH:4]=[C:5]2[C:10]=1[N:9]([CH3:22])[C:8](=[O:23])[C:7]([CH3:25])([CH3:24])[NH:6]2, predict the reactants needed to synthesize it. The reactants are: Br[C:2]1[C:11]([CH2:12][O:13][C:14]2[CH:19]=[C:18]([F:20])[CH:17]=[CH:16][C:15]=2[CH3:21])=[C:10]2[C:5]([NH:6][C:7]([CH3:25])([CH3:24])[C:8](=[O:23])[N:9]2[CH3:22])=[CH:4][CH:3]=1.[B:26]1([B:26]2[O:30][C:29]([CH3:32])([CH3:31])[C:28]([CH3:34])([CH3:33])[O:27]2)[O:30][C:29]([CH3:32])([CH3:31])[C:28]([CH3:34])([CH3:33])[O:27]1.C([O-])(=O)C.[K+].C(OCC)(=O)C.